From a dataset of Peptide-MHC class II binding affinity with 134,281 pairs from IEDB. Regression. Given a peptide amino acid sequence and an MHC pseudo amino acid sequence, predict their binding affinity value. This is MHC class II binding data. (1) The peptide sequence is EKKYFADTQFEPLAA. The MHC is HLA-DQA10101-DQB10501 with pseudo-sequence HLA-DQA10101-DQB10501. The binding affinity (normalized) is 0.813. (2) The MHC is DRB3_0202 with pseudo-sequence DRB3_0202. The binding affinity (normalized) is 0.104. The peptide sequence is SEAQKAAKPAAAATA.